From a dataset of Catalyst prediction with 721,799 reactions and 888 catalyst types from USPTO. Predict which catalyst facilitates the given reaction. The catalyst class is: 186. Product: [C:3]([O:10][C:11]1[CH:16]=[C:15]([CH:17]([CH3:18])[CH3:19])[CH:14]=[CH:13][C:12]=1[C:20]1([NH:34][C:35](=[O:41])[CH2:36][CH2:37][CH2:38][CH2:39][CH3:40])[C:28](=[O:29])[C:27]2[C:22](=[CH:23][CH:24]=[CH:25][C:26]=2[NH2:30])[C:21]1=[O:33])(=[O:9])[CH2:4][CH2:5][CH2:6][CH2:7][CH3:8]. Reactant: Cl.O.[C:3]([O:10][C:11]1[CH:16]=[C:15]([CH:17]([CH3:19])[CH3:18])[CH:14]=[CH:13][C:12]=1[C:20]1([NH:34][C:35](=[O:41])[CH2:36][CH2:37][CH2:38][CH2:39][CH3:40])[C:28](=[O:29])[C:27]2[C:22](=[CH:23][CH:24]=[CH:25][C:26]=2[N+:30]([O-])=O)[C:21]1=[O:33])(=[O:9])[CH2:4][CH2:5][CH2:6][CH2:7][CH3:8].